Task: Predict which catalyst facilitates the given reaction.. Dataset: Catalyst prediction with 721,799 reactions and 888 catalyst types from USPTO Reactant: [CH3:1][C:2]1[CH:8]=[C:7]([I:9])[C:6]([CH3:10])=[CH:5][C:3]=1[NH2:4].[CH2:11](Br)[C:12]1[CH:17]=[CH:16][CH:15]=[CH:14][CH:13]=1.C(=O)([O-])[O-].[K+].[K+]. Product: [CH2:11]([N:4]([CH2:1][C:2]1[CH:8]=[CH:7][CH:6]=[CH:5][CH:3]=1)[C:3]1[CH:5]=[C:6]([CH3:10])[C:7]([I:9])=[CH:8][C:2]=1[CH3:1])[C:12]1[CH:17]=[CH:16][CH:15]=[CH:14][CH:13]=1. The catalyst class is: 14.